From a dataset of Reaction yield outcomes from USPTO patents with 853,638 reactions. Predict the reaction yield, written as a fraction of the theoretical maximum amount of product (1.0 means a 100% yield; for example, 0.34 means a 34% yield). (1) The reactants are [C:1]([O:5][C:6]([N:8]1[CH2:13][CH2:12][O:11][CH:10]([C:14]2[CH:19]=[CH:18][C:17]([NH:20][C:21]3[N:26]=[C:25]([CH2:27][CH2:28][C:29]4[CH:34]=[CH:33][CH:32]=[CH:31][C:30]=4[CH2:35][C:36](O)=[O:37])[C:24]([C:39]([F:42])([F:41])[F:40])=[CH:23][N:22]=3)=[CH:16][CH:15]=2)[CH2:9]1)=[O:7])([CH3:4])([CH3:3])[CH3:2].C(=O)([O-])[O-].[NH4+].[NH4+].C[N:50](C(ON1N=NC2C=CC=NC1=2)=[N+](C)C)C.F[P-](F)(F)(F)(F)F.CCN(C(C)C)C(C)C. The catalyst is CN(C=O)C.[Cl-].[Na+].O.O. The product is [NH2:50][C:36](=[O:37])[CH2:35][C:30]1[CH:31]=[CH:32][CH:33]=[CH:34][C:29]=1[CH2:28][CH2:27][C:25]1[C:24]([C:39]([F:42])([F:41])[F:40])=[CH:23][N:22]=[C:21]([NH:20][C:17]2[CH:16]=[CH:15][C:14]([CH:10]3[O:11][CH2:12][CH2:13][N:8]([C:6]([O:5][C:1]([CH3:4])([CH3:2])[CH3:3])=[O:7])[CH2:9]3)=[CH:19][CH:18]=2)[N:26]=1. The yield is 0.600. (2) The reactants are [NH2:1][C:2]1[CH:7]=[C:6]([C:8]#[N:9])[CH:5]=[CH:4][N:3]=1.Cl.[NH2:11][OH:12].C(=O)([O-])[O-].[Na+].[Na+]. The catalyst is O.C(O)C. The product is [NH2:1][C:2]1[CH:7]=[C:6]([C:8]([NH:11][OH:12])=[NH:9])[CH:5]=[CH:4][N:3]=1. The yield is 0.680. (3) The yield is 0.880. The product is [Br:15][C:10]1[CH:9]=[CH:8][C:7]2[N:6]([CH2:16][CH:17]([F:40])[CH2:18][NH:19][C:32]3[CH:37]=[CH:36][CH:35]=[C:34]([O:38][CH3:39])[CH:33]=3)[C:5]3[C:13]([C:12]=2[CH:11]=1)=[CH:14][C:2]([Br:1])=[CH:3][CH:4]=3. The reactants are [Br:1][C:2]1[CH:3]=[CH:4][C:5]2[N:6]([CH2:16][CH:17]([F:40])[CH2:18][N:19]([C:32]3[CH:37]=[CH:36][CH:35]=[C:34]([O:38][CH3:39])[CH:33]=3)S(C3C=CC([N+]([O-])=O)=CC=3)(=O)=O)[C:7]3[C:12]([C:13]=2[CH:14]=1)=[CH:11][C:10]([Br:15])=[CH:9][CH:8]=3.[OH-].[Li+].CN(C)C=O.SCC(O)=O. The catalyst is CCOC(C)=O. (4) The reactants are [F:1][C:2]1[CH:3]=[CH:4][C:5]([N+:9]([O-:11])=[O:10])=[C:6]([OH:8])[CH:7]=1.IC.[C:14](=O)([O-])[O-].[K+].[K+]. The catalyst is CC(C)=O. The product is [F:1][C:2]1[CH:3]=[CH:4][C:5]([N+:9]([O-:11])=[O:10])=[C:6]([O:8][CH3:14])[CH:7]=1. The yield is 0.970. (5) The reactants are C([O:3][C:4](=[O:32])[CH2:5][CH:6]1[S:10][C:9]([C:11]2[NH:12][C:13]3[C:18]([CH:19]=2)=[CH:17][C:16]([O:20][C:21]2[CH:22]=[N:23][C:24]([S:27]([CH3:30])(=[O:29])=[O:28])=[CH:25][CH:26]=2)=[CH:15][C:14]=3[CH3:31])=[N:8][CH2:7]1)C.CO.[OH-].[K+]. The catalyst is O1CCCC1. The product is [CH3:31][C:14]1[CH:15]=[C:16]([O:20][C:21]2[CH:22]=[N:23][C:24]([S:27]([CH3:30])(=[O:28])=[O:29])=[CH:25][CH:26]=2)[CH:17]=[C:18]2[C:13]=1[NH:12][C:11]([C:9]1[S:10][CH:6]([CH2:5][C:4]([OH:32])=[O:3])[CH2:7][N:8]=1)=[CH:19]2. The yield is 0.960.